From a dataset of Full USPTO retrosynthesis dataset with 1.9M reactions from patents (1976-2016). Predict the reactants needed to synthesize the given product. (1) Given the product [Si:1]([O:18][C:19]1[CH:27]=[C:26]2[C:22]([C:23]([CH:28]([CH3:30])[CH3:29])=[N:24][N:25]2[C:43]([O:42][C:39]([CH3:41])([CH3:40])[CH3:38])=[O:44])=[CH:21][CH:20]=1)([C:14]([CH3:17])([CH3:16])[CH3:15])([C:2]1[CH:7]=[CH:6][CH:5]=[CH:4][CH:3]=1)[C:8]1[CH:9]=[CH:10][CH:11]=[CH:12][CH:13]=1, predict the reactants needed to synthesize it. The reactants are: [Si:1]([O:18][C:19]1[CH:27]=[C:26]2[C:22]([C:23]([CH:28]([CH3:30])[CH3:29])=[N:24][NH:25]2)=[CH:21][CH:20]=1)([C:14]([CH3:17])([CH3:16])[CH3:15])([C:8]1[CH:13]=[CH:12][CH:11]=[CH:10][CH:9]=1)[C:2]1[CH:7]=[CH:6][CH:5]=[CH:4][CH:3]=1.C(N(CC)CC)C.[CH3:38][C:39]([O:42][C:43](O[C:43]([O:42][C:39]([CH3:41])([CH3:40])[CH3:38])=[O:44])=[O:44])([CH3:41])[CH3:40]. (2) Given the product [F:1][C:2]1[CH:10]=[C:9]([C:11]([F:17])([F:16])[C:12]([F:15])([F:14])[F:13])[CH:8]=[CH:7][C:3]=1[C:4]([NH:18][C:19]1[CH:20]=[CH:21][C:22]([C:25]([O:27][CH2:28][CH3:29])=[O:26])=[N:23][CH:24]=1)=[O:6], predict the reactants needed to synthesize it. The reactants are: [F:1][C:2]1[CH:10]=[C:9]([C:11]([F:17])([F:16])[C:12]([F:15])([F:14])[F:13])[CH:8]=[CH:7][C:3]=1[C:4]([OH:6])=O.[NH2:18][C:19]1[CH:20]=[CH:21][C:22]([C:25]([O:27][CH2:28][CH3:29])=[O:26])=[N:23][CH:24]=1.CN(C(ON1N=NC2C=CC=NC1=2)=[N+](C)C)C.F[P-](F)(F)(F)(F)F.CN1CCOCC1. (3) Given the product [C:1]12([C:11]3[C:12]([O:22][CH3:23])=[CH:13][C:14]([O:20][CH3:21])=[C:15]([CH:19]=3)[C:16]([NH:28][CH2:27][C:26]3[CH:29]=[CH:30][C:31]([OH:33])=[CH:32][C:25]=3[OH:24])=[O:17])[CH2:2][CH:3]3[CH2:9][CH:7]([CH2:6][CH:5]([CH2:4]3)[CH2:10]1)[CH2:8]2, predict the reactants needed to synthesize it. The reactants are: [C:1]12([C:11]3[C:12]([O:22][CH3:23])=[CH:13][C:14]([O:20][CH3:21])=[C:15]([CH:19]=3)[C:16](O)=[O:17])[CH2:10][CH:5]3[CH2:6][CH:7]([CH2:9][CH:3]([CH2:4]3)[CH2:2]1)[CH2:8]2.[OH:24][C:25]1[CH:32]=[C:31]([OH:33])[CH:30]=[CH:29][C:26]=1[CH2:27][NH2:28]. (4) Given the product [C:36]1([N:8]2[CH2:13][CH2:12][CH:11]([N:14]3[CH2:18][CH2:17][CH:16]([S:19]([C:22]4[CH:23]=[CH:24][C:25]([OH:28])=[CH:26][CH:27]=4)(=[O:21])=[O:20])[CH2:15]3)[CH2:10][CH2:9]2)[CH:41]=[CH:40][CH:39]=[CH:38][CH:37]=1, predict the reactants needed to synthesize it. The reactants are: FC(F)(F)C(O)=O.[NH:8]1[CH2:13][CH2:12][CH:11]([N:14]2[CH2:18][CH2:17][CH:16]([S:19]([C:22]3[CH:27]=[CH:26][C:25]([OH:28])=[CH:24][CH:23]=3)(=[O:21])=[O:20])[CH2:15]2)[CH2:10][CH2:9]1.CCN(CC)CC.[C:36]1(B(O)O)[CH:41]=[CH:40][CH:39]=[CH:38][CH:37]=1. (5) Given the product [CH:17]1([N:14]2[CH2:15][CH2:16][N:11]([C:9]([CH:1]3[C:3]4([CH2:8][CH2:7][N:6]([CH:27]5[CH2:28][CH2:29][N:24]([CH3:23])[CH2:25][CH2:26]5)[CH2:5][CH2:4]4)[CH2:2]3)=[O:10])[CH2:12][CH2:13]2)[CH2:18][CH2:19][CH2:20][CH2:21][CH2:22]1, predict the reactants needed to synthesize it. The reactants are: [CH:1]1([C:9]([N:11]2[CH2:16][CH2:15][N:14]([CH:17]3[CH2:22][CH2:21][CH2:20][CH2:19][CH2:18]3)[CH2:13][CH2:12]2)=[O:10])[C:3]2([CH2:8][CH2:7][NH:6][CH2:5][CH2:4]2)[CH2:2]1.[CH3:23][N:24]1[CH2:29][CH2:28][C:27](=O)[CH2:26][CH2:25]1. (6) Given the product [CH3:20][O:19][C:17]1[CH:18]=[CH:13][C:14]([O:21][CH3:22])=[CH:15][C:16]=1[C:2]([F:11])([F:1])[C:3]([C:5]1[CH:6]=[CH:7][CH:8]=[CH:9][CH:10]=1)=[O:4], predict the reactants needed to synthesize it. The reactants are: [F:1][CH:2]([F:11])[C:3]([C:5]1[CH:10]=[CH:9][CH:8]=[CH:7][CH:6]=1)=[O:4].Br[C:13]1[CH:18]=[C:17]([O:19][CH3:20])[CH:16]=[CH:15][C:14]=1[O:21][CH3:22].ClC1C=C(OC)C=CC=1OC.